This data is from Cav3 T-type calcium channel HTS with 100,875 compounds. The task is: Binary Classification. Given a drug SMILES string, predict its activity (active/inactive) in a high-throughput screening assay against a specified biological target. (1) The compound is O1C(OCCCCO)CC(C=C1C(=O)N1CCN(CC1)Cc1cc2OCOc2cc1)c1ccccc1. The result is 0 (inactive). (2) The drug is S(Cc1ccccc1)c1nn(c2ccccc2)cn1. The result is 0 (inactive).